The task is: Predict the reactants needed to synthesize the given product.. This data is from Full USPTO retrosynthesis dataset with 1.9M reactions from patents (1976-2016). Given the product [Cl:10][C:11]1[N:19]=[C:18]2[C:14]([N:15]([CH2:2][C@H:3]3[CH2:7][O:6][C:5]([CH3:9])([CH3:8])[O:4]3)[C:16](=[O:26])[N:17]2[CH:20]2[CH2:21][CH2:22][O:23][CH2:24][CH2:25]2)=[CH:13][N:12]=1, predict the reactants needed to synthesize it. The reactants are: Cl[CH2:2][C@@H:3]1[CH2:7][O:6][C:5]([CH3:9])([CH3:8])[O:4]1.[Cl:10][C:11]1[N:19]=[C:18]2[C:14]([NH:15][C:16](=[O:26])[N:17]2[CH:20]2[CH2:25][CH2:24][O:23][CH2:22][CH2:21]2)=[CH:13][N:12]=1.C(=O)([O-])[O-].[K+].[K+].O.